Dataset: Full USPTO retrosynthesis dataset with 1.9M reactions from patents (1976-2016). Task: Predict the reactants needed to synthesize the given product. (1) Given the product [Cl:1][C:2]1[CH:3]=[CH:4][C:5]([O:12][CH2:13][C:14]([N:16]2[CH2:21][C@H:20]([CH3:22])[N:19]([CH2:23][C:24]3[CH:29]=[CH:28][C:27]([F:30])=[CH:26][CH:25]=3)[CH2:18][C@H:17]2[CH3:31])=[O:15])=[C:6]([CH2:43][C:42]#[N:33])[CH:11]=1, predict the reactants needed to synthesize it. The reactants are: [Cl:1][C:2]1[CH:3]=[CH:4][C:5]([O:12][CH2:13][C:14]([N:16]2[CH2:21][C@H:20]([CH3:22])[N:19]([CH2:23][C:24]3[CH:29]=[CH:28][C:27]([F:30])=[CH:26][CH:25]=3)[CH2:18][C@H:17]2[CH3:31])=[O:15])=[C:6]([CH:11]=1)OCC#N.[Cl-].[NH4+:33].[N-]=[N+]=[N-].[Na+].C(O[CH2:42][CH3:43])(=O)C. (2) Given the product [F:20][C:21]1[CH:22]=[C:23]([C:6]2[CH:7]=[C:8]3[C:3](=[CH:4][CH:5]=2)[C:2](=[O:1])[CH2:11][CH2:10][CH2:9]3)[CH:24]=[CH:25][C:26]=1[F:27], predict the reactants needed to synthesize it. The reactants are: [O:1]=[C:2]1[CH2:11][CH2:10][CH2:9][C:8]2[CH:7]=[C:6](OS(C(F)(F)F)(=O)=O)[CH:5]=[CH:4][C:3]1=2.[F:20][C:21]1[CH:22]=[C:23](B(O)O)[CH:24]=[CH:25][C:26]=1[F:27]. (3) Given the product [Cl:42][C:2]1[CH:3]=[C:4]([CH:36]=[CH:37][C:38]=1[Cl:39])[CH2:5][C:6]1[C:11](=[O:12])[NH:10][C:9]([CH2:13][C:14]2[N:20]([CH2:21][C:22]3[CH:27]=[CH:26][C:25]([O:28][CH3:29])=[CH:24][C:23]=3[O:30][CH3:31])[C:18](=[O:19])[NH:17][N:16]=2)=[N:8][C:7]=1[C:32]([F:33])([F:35])[F:34], predict the reactants needed to synthesize it. The reactants are: Cl[C:2]1[CH:3]=[C:4]([CH:36]=[CH:37][C:38]=1[Cl:39])[CH2:5][C:6]1[C:11](=[O:12])[NH:10][C:9]([CH2:13][C:14]([NH:16][NH:17][C:18]([NH:20][CH2:21][C:22]2[CH:27]=[CH:26][C:25]([O:28][CH3:29])=[CH:24][C:23]=2[O:30][CH3:31])=[O:19])=O)=[N:8][C:7]=1[C:32]([F:35])([F:34])[F:33].[OH-].[Na+].[ClH:42]. (4) Given the product [CH:42]1([NH:8][C:9]2[CH:14]=[C:13]([C:15]3[CH:20]=[C:19]([C:55]4[S:59][CH:58]=[N:57][CH:56]=4)[CH:18]=[C:17]([N:29]4[CH2:34][CH2:33][NH:32][CH2:31][CH2:30]4)[N:16]=3)[CH:12]=[CH:11][N:10]=2)[CH2:43][CH2:44][CH2:45][CH2:46][CH2:47]1, predict the reactants needed to synthesize it. The reactants are: C(OC([N:8]([CH:42]1[CH2:47][CH2:46][CH2:45][CH2:44][CH2:43]1)[C:9]1[CH:14]=[C:13]([C:15]2[CH:20]=[C:19](OS(C(F)(F)F)(=O)=O)[CH:18]=[C:17]([N:29]3[CH2:34][CH2:33][N:32](C(OC(C)(C)C)=O)[CH2:31][CH2:30]3)[N:16]=2)[CH:12]=[CH:11][N:10]=1)=O)(C)(C)C.[Cl-].[Li+].C([Sn](CCCC)(CCCC)[C:55]1[S:59][CH:58]=[N:57][CH:56]=1)CCC.[Ar]. (5) Given the product [F:2][CH2:3][CH2:4][CH2:5][NH:6][C:7](=[O:8])[O:9][C:10]([CH3:13])([CH3:12])[CH3:11], predict the reactants needed to synthesize it. The reactants are: Cl.[F:2][CH2:3][CH2:4][CH2:5][NH2:6].[C:7](O[C:7]([O:9][C:10]([CH3:13])([CH3:12])[CH3:11])=[O:8])([O:9][C:10]([CH3:13])([CH3:12])[CH3:11])=[O:8].C(N(CC)CC)C. (6) Given the product [CH3:1][O:2][C:3]1[N:8]=[C:7]2[C:6]([NH:11][CH:10]=[N:9]2)=[C:5]([NH2:21])[N:4]=1, predict the reactants needed to synthesize it. The reactants are: [CH3:1][O:2][C:3]1[N:4]=[C:5]([NH2:21])[C:6]2[N:11]=[CH:10][N:9]([C@@H]3O[C@H](CO)[C@@H](O)[C@H]3O)[C:7]=2[N:8]=1.ClC1N=C2C(NC=N2)=C(N)N=1.C[O-].[Na+].CO. (7) Given the product [Cl:1][C:2]1[CH:7]=[CH:6][C:5]([C:16](=[O:18])[CH3:17])=[C:4]([OH:8])[C:3]=1[F:9].[Cl:31][C:27]1[C:26]([F:32])=[C:25]([OH:24])[CH:30]=[CH:29][C:28]=1[C:4](=[O:8])[CH3:3], predict the reactants needed to synthesize it. The reactants are: [Cl:1][C:2]1[C:3]([F:9])=[C:4]([OH:8])[CH:5]=[CH:6][CH:7]=1.N1C=CC=CC=1.[C:16](Cl)(=[O:18])[CH3:17].Cl.C([O:24][C:25]1[CH:30]=[CH:29][CH:28]=[C:27]([Cl:31])[C:26]=1[F:32])(=O)C.[Cl-].[Cl-].[Cl-].[Al+3]. (8) Given the product [CH3:1][O:2][C:3]1[CH:11]=[C:7]2[C:6]([C:12]([CH2:13][O:14][CH3:15])=[N:18][NH:19][C:8]2=[O:9])=[CH:5][CH:4]=1, predict the reactants needed to synthesize it. The reactants are: [CH3:1][O:2][C:3]1[CH:4]=[CH:5][C:6]([C:12](=O)[CH2:13][O:14][CH3:15])=[C:7]([CH:11]=1)[C:8](O)=[O:9].O.[NH2:18][NH2:19]. (9) Given the product [CH2:26]([C:20]1[N:21]([CH2:22][CH:23]([CH3:24])[CH3:25])[C:13]2[C:12]3[CH:11]=[CH:10][C:9]([OH:8])=[CH:18][C:17]=3[N:16]=[CH:15][C:14]=2[N:19]=1)[CH3:27], predict the reactants needed to synthesize it. The reactants are: C([O:8][C:9]1[CH:10]=[CH:11][C:12]2[C:13]3[N:21]([CH2:22][CH:23]([CH3:25])[CH3:24])[C:20]([CH2:26][CH3:27])=[N:19][C:14]=3[CH:15]=[N:16][C:17]=2[CH:18]=1)C1C=CC=CC=1.C(OC1C=CC2C3N(CC(C)C)C(CCC)=NC=3C(N)=NC=2C=1)C1C=CC=CC=1. (10) Given the product [O:5]1[C:9]2[CH:10]=[CH:11][C:12]([C:14]3[NH:18][C:17]([C@H:26]4[N:30]([CH3:31])[C:29](=[O:32])[C@@H:28]([CH2:33][N:34]5[CH2:39][CH2:38][CH2:37][CH2:36][CH2:35]5)[CH2:27]4)=[N:16][CH:15]=3)=[CH:13][C:8]=2[O:7][CH2:6]1, predict the reactants needed to synthesize it. The reactants are: C([O-])=O.[NH4+].[O:5]1[C:9]2[CH:10]=[CH:11][C:12]([C:14]3[N:18](CC4C=CC=CC=4)[C:17]([CH:26]4[N:30]([CH3:31])[C:29](=[O:32])[CH:28]([CH2:33][N:34]5[CH2:39][CH2:38][CH2:37][CH2:36][CH2:35]5)[CH2:27]4)=[N:16][CH:15]=3)=[CH:13][C:8]=2[O:7][CH2:6]1.